Dataset: Reaction yield outcomes from USPTO patents with 853,638 reactions. Task: Predict the reaction yield, written as a fraction of the theoretical maximum amount of product (1.0 means a 100% yield; for example, 0.34 means a 34% yield). The reactants are [CH2:1]([N:3]1[CH:7]=[CH:6][N:5]=[CH:4]1)[CH3:2].[I:8][CH2:9][CH3:10]. The catalyst is C(OCC)(=O)C. The product is [I-:8].[CH2:1]([N+:3]1[CH:7]=[CH:6][N:5]([CH2:9][CH3:10])[CH:4]=1)[CH3:2]. The yield is 0.770.